From a dataset of Catalyst prediction with 721,799 reactions and 888 catalyst types from USPTO. Predict which catalyst facilitates the given reaction. (1) Reactant: [C:1]([NH:4][C:5]1[S:6][C:7]2[C:13]3[N:14]([C:21]4[CH:30]=[CH:29][C:24]([C:25]([O:27]C)=[O:26])=[CH:23][C:22]=4[Cl:31])[N:15]=[C:16]([CH:17]4[CH2:20][CH2:19][CH2:18]4)[C:12]=3[CH2:11][CH2:10][C:8]=2[N:9]=1)(=[O:3])[CH3:2].[OH-].[Li+]. Product: [C:1]([NH:4][C:5]1[S:6][C:7]2[C:13]3[N:14]([C:21]4[CH:30]=[CH:29][C:24]([C:25]([OH:27])=[O:26])=[CH:23][C:22]=4[Cl:31])[N:15]=[C:16]([CH:17]4[CH2:18][CH2:19][CH2:20]4)[C:12]=3[CH2:11][CH2:10][C:8]=2[N:9]=1)(=[O:3])[CH3:2]. The catalyst class is: 38. (2) Reactant: [CH:1]1([C@H:7]([NH:12][C:13]([C:15]2[CH:20]=[CH:19][C:18]([C:21]3[CH:26]=[C:25]([F:27])[CH:24]=[C:23]([F:28])[CH:22]=3)=[CH:17][C:16]=2[N+:29]([O-])=O)=[O:14])[C:8]([O:10][CH3:11])=[O:9])[CH2:6][CH2:5][CH2:4][CH2:3][CH2:2]1. Product: [NH2:29][C:16]1[CH:17]=[C:18]([C:21]2[CH:22]=[C:23]([F:28])[CH:24]=[C:25]([F:27])[CH:26]=2)[CH:19]=[CH:20][C:15]=1[C:13]([NH:12][C@@H:7]([CH:1]1[CH2:2][CH2:3][CH2:4][CH2:5][CH2:6]1)[C:8]([O:10][CH3:11])=[O:9])=[O:14]. The catalyst class is: 63. (3) Reactant: COC1C=C(OC)C=CC=1C[NH:6][C:7]1[CH:16]=[N:15][C:14]2[C:9](=[CH:10][C:11]([O:17][CH3:18])=[CH:12][CH:13]=2)[N:8]=1.[C:25]([OH:31])([C:27]([F:30])([F:29])[F:28])=[O:26]. Product: [F:28][C:27]([F:30])([F:29])[C:25]([OH:31])=[O:26].[CH3:18][O:17][C:11]1[CH:10]=[C:9]2[C:14]([N:15]=[CH:16][C:7]([NH2:6])=[N:8]2)=[CH:13][CH:12]=1. The catalyst class is: 2. (4) Reactant: [C:1]1([C:7]#[CH:8])[CH:6]=[CH:5][CH:4]=[CH:3][CH:2]=1.[CH2:9]([Li])[CH2:10][CH2:11][CH3:12].C([O:18][C:19]([N:21]1[CH2:25][C@H:24]([S:26][C:27]([C:40]2[CH:45]=[CH:44][CH:43]=[CH:42][CH:41]=2)([C:34]2[CH:39]=[CH:38][CH:37]=[CH:36][CH:35]=2)[C:28]2[CH:33]=[CH:32][CH:31]=[CH:30][CH:29]=2)[CH2:23][C@H:22]1[C:46](=[O:51])N(OC)C)=[O:20])CCC.OS([O-])(=O)=O.[K+]. Product: [CH2:9]([O:18][C:19]([N:21]1[CH2:25][C@H:24]([S:26][C:27]([C:28]2[CH:33]=[CH:32][CH:31]=[CH:30][CH:29]=2)([C:40]2[CH:45]=[CH:44][CH:43]=[CH:42][CH:41]=2)[C:34]2[CH:35]=[CH:36][CH:37]=[CH:38][CH:39]=2)[CH2:23][C@H:22]1[C:46](=[O:51])[C:8]#[C:7][C:1]1[CH:6]=[CH:5][CH:4]=[CH:3][CH:2]=1)=[O:20])[CH2:10][CH2:11][CH3:12]. The catalyst class is: 1. (5) Reactant: [C:1]([C:5]1[O:9][N:8]=[C:7]([NH2:10])[CH:6]=1)([CH3:4])([CH3:3])[CH3:2].[Br:11]N1C(=O)CCC1=O. Product: [Br:11][C:6]1[C:7]([NH2:10])=[N:8][O:9][C:5]=1[C:1]([CH3:4])([CH3:3])[CH3:2]. The catalyst class is: 22. (6) The catalyst class is: 16. Reactant: Br[C:2]1[CH:3]=[C:4]([CH:6]=[C:7]([C:9]([F:12])([F:11])[F:10])[CH:8]=1)[NH2:5].[CH3:13][C:14]1[N:15]=[CH:16][NH:17][CH:18]=1.C(=O)([O-])[O-].[K+].[K+].OC1C=CC=C2C=1N=CC=C2. Product: [CH3:13][C:14]1[N:15]=[CH:16][N:17]([C:2]2[CH:3]=[C:4]([CH:6]=[C:7]([C:9]([F:12])([F:11])[F:10])[CH:8]=2)[NH2:5])[CH:18]=1. (7) Reactant: [F:1][C:2]1[CH:28]=[CH:27][CH:26]=[C:25]([F:29])[C:3]=1[C:4]([NH:6][C:7](=[O:24])[N:8]([C:10]1[CH:15]=[CH:14][C:13]([S:16][C:17]([F:22])([F:21])[CH:18]([F:20])[F:19])=[CH:12][C:11]=1[F:23])[CH3:9])=[O:5].ClC1C=CC=C(C(OO)=[O:38])C=1. Product: [F:1][C:2]1[CH:28]=[CH:27][CH:26]=[C:25]([F:29])[C:3]=1[C:4]([NH:6][C:7](=[O:24])[N:8]([C:10]1[CH:15]=[CH:14][C:13]([S:16]([C:17]([F:22])([F:21])[CH:18]([F:19])[F:20])=[O:38])=[CH:12][C:11]=1[F:23])[CH3:9])=[O:5]. The catalyst class is: 22. (8) Reactant: [CH3:1][O:2][C:3]([C@H:5]1[N:9]2[C:10](=[O:31])[C:11]([CH:29]=[O:30])=[C:12]([CH2:22][CH2:23][CH2:24][CH2:25][CH2:26][CH2:27][CH3:28])[C:13]([C:14]3[CH:19]=[CH:18][C:17]([F:20])=[C:16]([F:21])[CH:15]=3)=[C:8]2[S:7][CH2:6]1)=[O:4].CSC. Product: [CH3:1][O:2][C:3]([C@H:5]1[N:9]2[C:10](=[O:31])[C:11]([CH2:29][OH:30])=[C:12]([CH2:22][CH2:23][CH2:24][CH2:25][CH2:26][CH2:27][CH3:28])[C:13]([C:14]3[CH:19]=[CH:18][C:17]([F:20])=[C:16]([F:21])[CH:15]=3)=[C:8]2[S:7][CH2:6]1)=[O:4]. The catalyst class is: 1. (9) Reactant: [F-].[Cs+].[CH3:9][O:10][CH2:11][CH2:12]OC[CH2:9][O:10][CH2:11][CH2:12]OC.[F:15][C:16]([F:24])([F:23])[C:17]1([F:22])[O:21][C:18]1([F:20])[F:19].C1OC1C.C(Cl)(=O)C. Product: [F:15][C:16]([F:24])([F:23])[C:17]1([F:22])[O:21][C:18]1([F:20])[F:19].[CH2:9]1[O:10][CH:11]1[CH3:12]. The catalyst class is: 6.